Dataset: Catalyst prediction with 721,799 reactions and 888 catalyst types from USPTO. Task: Predict which catalyst facilitates the given reaction. Reactant: [C:1](OCC)(=O)[CH:2]=[CH2:3].C([O:12][CH2:13][CH:14]([CH2:19][CH3:20])[CH2:15][CH2:16][CH2:17]C)(=O)C=C.[C:21]([O:26]C)(=O)[C:22]([CH3:24])=[CH2:23].C(OCCO)(=O)C=C. Product: [CH2:21]([O:26][O:12][CH2:13][C:14]1[CH:15]=[CH:16][CH:17]=[CH:20][CH:19]=1)[C:22]1[CH:24]=[CH:3][CH:2]=[CH:1][CH:23]=1. The catalyst class is: 11.